From a dataset of Forward reaction prediction with 1.9M reactions from USPTO patents (1976-2016). Predict the product of the given reaction. (1) Given the reactants C(N(CC)CC)C.[C:8]([O:12][C:13]([CH3:16])([CH3:15])[CH3:14])(=[O:11])[CH:9]=[CH2:10].C1(C(C2C=CC=CC=2)CCP)C=CC=CC=1.[Cl:33][C:34]1[CH:60]=[CH:59][C:37]([O:38][C:39]2[C:48]3[C:43](=[CH:44][C:45](OS(C(F)(F)F)(=O)=O)=[C:46]([O:49][CH3:50])[CH:47]=3)[N:42]=[CH:41][N:40]=2)=[C:36]([F:61])[CH:35]=1, predict the reaction product. The product is: [Cl:33][C:34]1[CH:60]=[CH:59][C:37]([O:38][C:39]2[C:48]3[C:43](=[CH:44][C:45]([CH:10]=[CH:9][C:8]([O:12][C:13]([CH3:16])([CH3:15])[CH3:14])=[O:11])=[C:46]([O:49][CH3:50])[CH:47]=3)[N:42]=[CH:41][N:40]=2)=[C:36]([F:61])[CH:35]=1. (2) Given the reactants [Cl:1][C:2]1[CH:3]=[C:4]([CH:21]=[C:22]([Cl:24])[CH:23]=1)[O:5][CH:6]([CH2:19][CH3:20])[C:7]([NH:9][C:10]([CH3:18])([CH3:17])[C:11]#[C:12][CH2:13][CH2:14][CH2:15]Cl)=[O:8].[C-:25]#[N:26].[K+].O, predict the reaction product. The product is: [Cl:1][C:2]1[CH:3]=[C:4]([CH:21]=[C:22]([Cl:24])[CH:23]=1)[O:5][CH:6]([CH2:19][CH3:20])[C:7]([NH:9][C:10]([CH3:18])([CH3:17])[C:11]#[C:12][CH2:13][CH2:14][CH2:15][C:25]#[N:26])=[O:8]. (3) Given the reactants [OH-].[Na+].[CH3:3][N:4]1[CH:8]=[CH:7][N:6]=[C:5]1[CH2:9][N:10]1[C:18]2[C:13](=[CH:14][CH:15]=[CH:16][CH:17]=2)[CH:12]=[C:11]1[C:19]([O:21]CC)=[O:20], predict the reaction product. The product is: [CH3:3][N:4]1[CH:8]=[CH:7][N:6]=[C:5]1[CH2:9][N:10]1[C:18]2[C:13](=[CH:14][CH:15]=[CH:16][CH:17]=2)[CH:12]=[C:11]1[C:19]([OH:21])=[O:20]. (4) Given the reactants [Br:1][C:2]1[S:6][C:5]([C@@:7]2([CH2:15][C:16]([OH:18])=[O:17])[CH2:12][CH2:11][CH2:10][CH2:9][S:8]2(=[O:14])=[O:13])=[CH:4][CH:3]=1.[CH3:19][O:20][C:21]1[CH:28]=[CH:27][C:24]([CH2:25]O)=[CH:23][CH:22]=1.Cl.C(N=C=NCCCN(C)C)C, predict the reaction product. The product is: [Br:1][C:2]1[S:6][C:5]([C@@:7]2([CH2:15][C:16]([O:18][CH2:25][C:24]3[CH:27]=[CH:28][C:21]([O:20][CH3:19])=[CH:22][CH:23]=3)=[O:17])[CH2:12][CH2:11][CH2:10][CH2:9][S:8]2(=[O:14])=[O:13])=[CH:4][CH:3]=1. (5) Given the reactants [CH3:1][N:2]([CH3:14])[C:3]([C:5]1[C:9]([N+:10]([O-])=O)=[CH:8][N:7]([CH3:13])[N:6]=1)=[O:4], predict the reaction product. The product is: [NH2:10][C:9]1[C:5]([C:3]([N:2]([CH3:14])[CH3:1])=[O:4])=[N:6][N:7]([CH3:13])[CH:8]=1. (6) Given the reactants [NH2:1][C:2]1[CH:3]=[C:4]([C:8]2[CH:13]=[CH:12][C:11]([C:14]3[CH:15]=[C:16]4[C:20](=[CH:21][CH:22]=3)[C:19](=[O:23])[N:18]([CH3:24])[CH2:17]4)=[CH:10][N:9]=2)[CH:5]=[N:6][CH:7]=1.[F:25][C:26]1[CH:31]=[C:30]([F:32])[CH:29]=[CH:28][C:27]=1[S:33](Cl)(=[O:35])=[O:34], predict the reaction product. The product is: [F:25][C:26]1[CH:31]=[C:30]([F:32])[CH:29]=[CH:28][C:27]=1[S:33]([NH:1][C:2]1[CH:3]=[C:4]([C:8]2[CH:13]=[CH:12][C:11]([C:14]3[CH:15]=[C:16]4[C:20](=[CH:21][CH:22]=3)[C:19](=[O:23])[N:18]([CH3:24])[CH2:17]4)=[CH:10][N:9]=2)[CH:5]=[N:6][CH:7]=1)(=[O:35])=[O:34].